This data is from Experimentally validated miRNA-target interactions with 360,000+ pairs, plus equal number of negative samples. The task is: Binary Classification. Given a miRNA mature sequence and a target amino acid sequence, predict their likelihood of interaction. (1) The miRNA is cel-miR-267 with sequence CCCGUGAAGUGUCUGCUGCA. The protein sequence of the target gene is MVPGEENQLVPKEDVFWRCRQNIFDEMKKKFLQIENAAEEPRVLCIIQDTTNSKTVSERITLNLPASTPVRKLFEDVANKVGYINGTFDLTRENGVTTADMAPLDHTSDKSLLDANFEPGKKNFLHLTDKDGEPPQMLLEDSNNVDDSVHDRFIGPLPREGSVASTNDYVSQNYSYSSILNKSETGYVGLVNQAMTCYLNSLLQTLFMTPEFRNALYKWEFEDSEEDPVTSIPYQLQRLFVLLQTSKKRAIETTDVTRSFGWDSSEAWQQHDVQELCRVMFDALEQKWKQTEQADLINEL.... Result: 0 (no interaction). (2) The miRNA is hsa-miR-17-5p with sequence CAAAGUGCUUACAGUGCAGGUAG. The protein sequence of the target gene is MAAAAEERMAEEGGGGQGDGGSSLASGSTQRQPPPPAPQHPQPGSQALPAPALAPDQLPQNNTLVALPIVAIENILSFMSYDEISQLRLVCKRMDLVCQRMLNQGFLKVERYHNLCQKQVKAQLPRRESERRNHSLARHADILAAVETRLSLLNMTFMKYVDSNLCCFIPGKVIDEIYRVLRYVNSTRAPQRAHEVLQELRDISSMAMEYFDEKIVPILKRKLPGSDVSGRLMGSPPVPGPSAALTTMQLFSKQNPSRQEVTKLQQQVKTNGAGVTVLRREISELRTKVQEQQKQLQDQD.... Result: 1 (interaction). (3) The miRNA is hsa-miR-4755-3p with sequence AGCCAGGCUCUGAAGGGAAAGU. The protein sequence of the target gene is MLLFVEQVASKGTGLNPNAKVWQEIAPGNTDATPVTHGTESSWHEIAATSGAHPEGNAELSEDICKEYEVMYSSSCETTRNTTGIEESTDGMILGPEDLSYQIYDVSGESNSAVSTEDLKECLKKQLEFCFSRENLSKDLYLISQMDSDQFIPIWTVANMEEIKKLTTDPDLILEVLRSSPMVQVDEKGEKVRPSHKRCIVILREIPETTPIEEVKGLFKSENCPKVISCEFAHNSNWYITFQSDTDAQQAFKYLREEVKTFQGKPIMARIKAINTFFAKNGYRLMDSSIYSHPIQTQAQ.... Result: 0 (no interaction). (4) The miRNA is mmu-miR-15a-5p with sequence UAGCAGCACAUAAUGGUUUGUG. The protein sequence of the target gene is MSAEGYQYRALYDYKKEREEDIDLHLGDILTVNKGSLVALGFSDGQEARPEDIGWLNGYNETTGERGDFPGTYVEYIGRKRISPPTPKPRPPRPLPVAPGSSKTEADTEQQALPLPDLAEQFAPPDVAPPLLIKLLEAIEKKGLECSTLYRTQSSSNPAELRQLLDCDAASVDLEMIDVHVLADAFKRYLADLPNPVIPVAVYNEMMSLAQELQSPEDCIQLLKKLIRLPNIPHQCWLTLQYLLKHFFKLSQASSKNLLNARVLSEIFSPVLFRFPAASSDNTEHLIKAIEILISTEWNE.... Result: 1 (interaction). (5) Result: 0 (no interaction). The miRNA is hsa-miR-3151-5p with sequence GGUGGGGCAAUGGGAUCAGGU. The protein sequence of the target gene is MVKLSKEAKQRLQQLFKGSQFAIRWGFIPLVIYLGFKRGADPGMPEPTVLSLLWG. (6) The miRNA is mmu-miR-1258-5p with sequence UGCUGAGCUAAUUCCCUAACUG. The protein sequence of the target gene is MSSKGSVVLAYSGGLDTSCILVWLKEQGYDVIAYLANIGQKEDFEEARKKALKLGAKKVFIEDVSREFVEEFIWPAIQSSALYEDRYLLGTSLARPCIARKQVEIAQREGAKYVSHGATGKGNDQVRFELSCYSLAPQIKVIAPWRMPEFYNRFKGRNDLMEYAKQHGIPIPVTPKNPWSMDENLMHISYEAGILENPKNQAPPGLYTKTQDPAKAPNTPDILEIEFKKGVPVKVTNVKDGTTHQTSLELFMYLNEVAGKHGVGRIDIVENRFIGMKSRGIYETPAGTILYHAHLDIEAF.... Result: 0 (no interaction).